This data is from Full USPTO retrosynthesis dataset with 1.9M reactions from patents (1976-2016). The task is: Predict the reactants needed to synthesize the given product. The reactants are: C[O:2][C:3](=[O:22])[C:4]1[C:9]([N+:10]([O-:12])=[O:11])=[CH:8][CH:7]=[CH:6][C:5]=1[CH2:13][NH:14][C:15]([O:17][C:18]([CH3:21])([CH3:20])[CH3:19])=[O:16].CCOCC. Given the product [C:18]([O:17][C:15]([NH:14][CH2:13][C:5]1[CH:6]=[CH:7][CH:8]=[C:9]([N+:10]([O-:12])=[O:11])[C:4]=1[C:3]([OH:22])=[O:2])=[O:16])([CH3:21])([CH3:19])[CH3:20], predict the reactants needed to synthesize it.